This data is from Human Reference Interactome with 51,813 positive PPI pairs across 8,248 proteins, plus equal number of experimentally-validated negative pairs. The task is: Binary Classification. Given two protein amino acid sequences, predict whether they physically interact or not. (1) Protein 1 (ENSG00000169507) has sequence MKQAGFPLGILLLFWVSYVTDFSLVLLIKGGALSGTDTYQSLVNKTFGFPGYLLLSVLQFLYPFIVDPENVFIGRHFIIGLSTVTFTLPLSLYRNIAKLGKVSLISTGLTTLILGIVMARAISLGPHIPKTEDAWVFAKPNAIQAVGVMSFAFICHHNSFLVYSSLEEPTVAKWSRLIHMSIVISVFICIFFATCGYLTFTGFTQGDLFENYCRNDDLVTFGRFCYGVTVILTYPMECFVTREVIANVFFGGNLSSVFHIVVTVMVITVATLVSLLIDCLGIVLELNGVLCATPLIFIIP.... Protein 2 (ENSG00000159339) has sequence MAQGTLIRVTPEQPTHAVCVLGTLTQLDICSSAPEDCTSFSINASPGVVVDIAHGPPAKKKSTGSSTWPLDPGVEVTLTMKVASGSTGDQKVQISYYGPKTPPVKALLYLTGVEISLCADITRTGKVKPTRAVKDQRTWTWGPCGQGAILLVNCDRDNLESSAMDCEDDEVLDSEDLQDMSLMTLSTKTPKDFFTNHTLVLHVARSEMDKVRVFQATRGKLSSKCSVVLGPKWPSHYLMVPGGKHNMDFYVEALAFPDTDFPGLITLTISLLDTSNLELPEAVVFQDSVVFRVAPWIMTP.... Result: 0 (the proteins do not interact). (2) Protein 1 (ENSG00000106049) has sequence MAASLRLLGAASGLRYWSRRLRPAAGSFAAVCSRSVASKTPVGFIGLGNMGNPMAKNLMKHGYPLIIYDVFPDACKEFQDAGEQVVSSPADVAEKADRIITMLPTSINAIEAYSGANGILKKVKKGSLLIDSSTIDPAVSKELAKEVEKMGAVFMDAPVSGGVGAARSGNLTFMVGGVEDEFAAAQELLGCMGSNVVYCGAVGTGQAAKICNNMLLAISMIGTAEAMNLGIRLGLDPKLLAKILNMSSGRCWSSDTYNPVPGVMDGVPSANNYQGGFGTTLMAKDLGLAQDSATSTKSPI.... Protein 2 (ENSG00000185920) has sequence MASAGNAAEPQDRGGGGSGCIGAPGRPAGGGRRRRTGGLRRAAAPDRDYLHRPSYCDAAFALEQISKGKATGRKAPLWLRAKFQRLLFKLGCYIQKNCGKFLVVGLLIFGAFAVGLKAANLETNVEELWVEVGGRVSRELNYTRQKIGEEAMFNPQLMIQTPKEEGANVLTTEALLQHLDSALQASRVHVYMYNRQWKLEHLCYKSGELITETGYMDQIIEYLYPCLIITPLDCFWEGAKLQSGTAYLLGKPPLRWTNFDPLEFLEELKKINYQVDSWEEMLNKAEVGHGYMDRPCLNPA.... Result: 1 (the proteins interact). (3) Protein 1 (ENSG00000148377) has sequence MSDINLDWVDRRQLQRLEEMLIVVDENDKVIGADTKRNCHLNENIEKGLLHRAFSVVLFNTKNRILIQQRSDTKVTFPGYFTDSCSSHPLYNPAELEEKDAIGVRRAAQRRLQAELGIPGEQISPEDIVFMTIYHHKAKSDRIWGEHEICYLLLVRKNVTLNPDPSETKSILYLSQEELWELLEREARGEVKVTPWLRTIAERFLYRWWPHLDDVTPFVELHKIHRV*. Protein 2 (ENSG00000160087) has sequence MSSTSSKRAPTTATQRLKQDYLRIKKDPVPYICAEPLPSNILEWHYVVRGPEMTPYEGGYYHGKLIFPREFPFKPPSIYMITPNGRFKCNTRLCLSITDFHPDTWNPAWSVSTILTGLLSFMVEKGPTLGSIETSDFTKRQLAVQSLAFNLKDKVFCELFPEVVEEIKQKQKAQDELSSRPQTLPLPDVVPDGETHLVQNGIQLLNGHAPGAVPNLAGLQQANRHHGLLGGALANLFVIVGFAAFAYTVKYVLRSIAQE*MTPYEGGYYHGKLIFPREFPFKPPSIYMITPNGRFKCNTR.... Result: 0 (the proteins do not interact). (4) Protein 1 (ENSG00000254901) has sequence MEEPEMQLKGKKVTDKFTESVYVLANEPSVALYRLQEHVRRSLPELAQHKADMQRWEEQSQGAIYTVEYACSAVKNLVDSSVYFRSVEGLLKQAISIRDHMNASAQGHSPEEPPPPSSA*MEEPEMQLKGKKVTDKFTESVYVLANEPSVALYRLQEHVRRSLPELAQHKADMQRWEEQSQGAIYTVEYACSAVKNLVDSSVYFRSVEGLLKQAISIRDHMNASAQGHR*MPVPRATARRNHPRPPQPDPGRDSGPPSLRQPRDGVSPCWLGWSQTPELVILPPQPPKVLGL*ADMQRWE.... Protein 2 (ENSG00000178075) has sequence MEGAPTVRQVMNEGDSSLATDLQEDVEENPSPTVEENNVVVKKQGPNLHNWSGDWSFWISSSTYKDRNEEYRRQFTHLPDTERLIADYACALQRDILLQGRLYLSENWLCFYSNIFRWETTISIALKNITFMTKEKTARLIPNAIQIVTESEKFFFTSFGARDRSYLSIFRLWQNVLLDKSLTRQEFWQLLQQNYGTELGLNAEEMENLSLSIEDVQPRSPGRSSLDDSGERDEKLSKSISFTSESISRVSETESFDGNSSKGGLGKEESQNEKQTKKSLLPTLEKKLTRVPSKSLDLNK.... Result: 0 (the proteins do not interact). (5) Protein 1 (ENSG00000157992) has sequence MRRCSLCAFDAARGPRRLMRVGLALILVGHVNLLLGAVLHGTVLRHVANPRGAVTPEYTVANVISVGSGLLSVSVGLVALLASRNLLRPPLHWVLLALALVNLLLSVACSLGLLLAVSLTVANGGRRLIADCHPGLLDPLVPLDEGPGHTDCPFDPTRIYDTALALWIPSLLMSAGEAALSGYCCVAALTLRGVGPCRKDGLQGQLEEMTELESPKCKRQENEQLLDQNQEIRASQRSWV*MRVGLALILVGHVNLLLGAVLHGTVLRHVANPRGAVTPEYTVANVISVGSGLLSVSVGL.... Protein 2 (ENSG00000160789) has sequence METPSQRRATRSGAQASSTPLSPTRITRLQEKEDLQELNDRLAVYIDRVRSLETENAGLRLRITESEEVVSREVSGIKAAYEAELGDARKTLDSVAKERARLQLELSKVREEFKELKARNTKKEGDLIAAQARLKDLEALLNSKEAALSTALSEKRTLEGELHDLRGQVAKLEAALGEAKKQLQDEMLRRVDAENRLQTMKEELDFQKNIYSEELRETKRRHETRLVEIDNGKQREFESRLADALQELRAQHEDQVEQYKKELEKTYSAKLDNARQSAERNSNLVGAAHEELQQSRIRID.... Result: 0 (the proteins do not interact). (6) Protein 1 (ENSG00000111605) has sequence MADGVDHIDIYADVGEEFNQEAEYGGHDQIDLYDDVISPSANNGDAPEDRDYMDTLPPTVGDDVGKGAAPNVVYTYTGKRIALYIGNLTWWTTDEDLTEAVHSLGVNDILEIKFFENRANGQSKGFALVGVGSEASSKKLMDLLPKRELHGQNPVVTPCNKQFLSQFEMQSRKTTQSGQMSGEGKAGPPGGSSRAAFPQGGRGRGRFPGAVPGGDRFPGPAGPGGPPPPFPGNLIKHLVKGTRPLFLETRIPWHMGHSIEEIPIFGLKAGQTPPRPPLGPPGPPGPPGPPPPGQVLPPPL.... Protein 2 (ENSG00000130703) has sequence MNGEEEFFDAVTGFDSDNSSGEFSEANQKVTGMIDLDTSKNNRIGKTGERPSQENGIQKHRTSLPAPMFSRSDFSVWTILKKCVGLELSKITMPIAFNEPLSFLQRITEYMEHVYLIHRASCQPQPLERMQSVAAFAVSAVASQWERTGKPFNPLLGETYELIREDLGFRFISEQVSHHPPISAFHSEGLNHDFLFHGSIYPKLKFWGKSVEAEPRGTITLELLKHNEAYTWTNPTCCVHNVIIGKLWIEQYGTVEILNHRTGHKCVLHFKPCGLFGKELHKVEGHIQDKNKKKLFMIYG.... Result: 0 (the proteins do not interact). (7) Protein 1 (ENSG00000104381) has sequence MAERQEEQRGSPPLRAEGKADAEVKLILYHWTHSFSSQKVRLVIAEKALKCEEHDVSLPLSEHNEPWFMRLNSTGEVPVLIHGENIICEATQIIDYLEQTFLDERTPRLMPDKESMYYPRVQHYRELLDSLPMDAYTHGCILHPELTVDSMIPAYATTRIRSQIGNTESELKKLAEENPDLQEAYIAKQKRLKSKLLDHDNVKYLKKILDELEKVLDQVETELQRRNEETPEEGQQPWLCGESFTLADVSLAVTLHRLKFLGFARRNWGNGKRPNLETYYERVLKRKTFNKVLGHVNNIL.... Protein 2 (ENSG00000150433) has sequence MAGTVLGVGAGVFILALLWVAVLLLCVLLSRASGAARFSVIFLFFGAVIITSVLLLFPRAGEFPAPEVEVKIVDDFFIGRYVLLAFLSAIFLGGLFLVLIHYVLEPIYAKPLHSY*MAGTVLGVGAGVFILALLWVAVLLLCVLLSRASGAARFSVIFLFFGAVIITSVLLLFPRAGEFPAPEVEVMAGTVLGVGAGVFILALLWVAVLLLCVLLSRASGAASSVAFPASW*MAGTVLGVGAGVFILALLWVAVLLLCVLLSRASGAARNWELPRINGNAPSWYLSRKKDFGMKRFSVIF.... Result: 1 (the proteins interact). (8) Protein 1 (ENSG00000125814) has sequence MDNAGKEREAVQLMAEAEKRVKASHSFLRGLFGGNTRIEEACEMYTRAANMFKMAKNWSAAGNAFCQAAKLHMQLQSKHDSATSFVDAGNAYKKADPQEAINCLNAAIDIYTDMGRFTIAAKHHITIAEIYETELVDIEKAIAHYEQSADYYKGEESNSSANKCLLKVAAYAAQLEQYQKAIEIYEQVGANTMDNPLLKYSAKDYFFKAALCHFIVDELNAKLALEKYEEMFPAFTDSRECKLLKKLLEAHEEQNSEAYTEAVKEFDSISRLDQWLTTMLLRIKKSIQGDGEGDGDLK*M.... Protein 2 (ENSG00000143603) has sequence MDTSGHFHDSGVGDLDEDPKCPCPSSGDEQQQQQQQQQQQQPPPPAPPAAPQQPLGPSLQPQPPQLQQQQQQQQQQQQQQPPHPLSQLAQLQSQPVHPGLLHSSPTAFRAPPSSNSTAILHPSSRQGSQLNLNDHLLGHSPSSTATSGPGGGSRHRQASPLVHRRDSNPFTEIAMSSCKYSGGVMKPLSRLSASRRNLIEAETEGQPLQLFSPSNPPEIVISSREDNHAHQTLLHHPNATHNHQHAGTTASSTTFPKANKRKNQNIGYKLGHRRALFEKRKRLSDYALIFGMFGIVVMVI.... Result: 1 (the proteins interact). (9) Protein 1 (ENSG00000116918) has sequence MSNKEGSGGFRKRKHDNFPHNQRREGKDVNSSSPVMLAFKSFQQELDARHDKYERLVKLSRDITVESKRTIFLLHRITSAPDMEDILTESEIKLDGVRQKIFQVAQELSGEDMHQFHRAITTGLQEYVEAVSFQHFIKTRSLISMDEINKQLIFTTEDNGKENKTPSSDAQDKQFGTWRLRVTPVDYLLGVADLTGELMRMCINSVGNGDIDTPFEVSQFLRQVYDGFSFIGNTGPYEVSKKLYTLKQSLAKVENACYALKVRGSEIPKHMLADVFSVKTEMIDQEEGIS*MSNKEGSGG.... Protein 2 (ENSG00000102221) has sequence MKRHRPVSSSDSSDESPSTSFTSGSMYRIKSKIPNEHKKPAEVFRKDLISAMKLPDSHHINPDSYYLFADTWKEEWEKGVQVPASPDTVPQPSLRIIAEKVKDVLFIRPRKYIHCSSPDTTEPGYINIMELAASVCRYDLDDMDIFWLQELNEDLAEMGCGPVDENLMEKTVEVLERHCHENMNHAMKRHRPVSSSDSSDESPSTSFTSGSMYRIKSKIPNEHKKPAEVFRKDLISAMKLPDSHHINPDSYYLFADTWKEEWEKGVQVPASPDTVPQPSLRIIAEKVKDVLFIRPRKYIH.... Result: 0 (the proteins do not interact). (10) Protein 1 (ENSG00000165916) has sequence MNLLPNIESPVTRQEKMATVWDEAEQDGIGEEVLKMSTEEIIQRTRLLDSEIKIMKSEVLRVTHELQAMKDKIKENSEKIKVNKTLPYLVSNVIELLDVDPNDQEEDGANIDLDSQRKGKCAVIKTSTRQTYFLPVIGLVDAEKLKPGDLVGVNKDSYLILETLPTEYDSRVKAMEVDERPTEQYSDIGGLDKQIQELVEAIVLPMNHKEKFENLGIQPPKGVLMYGPPGTGKTLLARACAAQTKATFLKLAGPQLVQMFIGDGAKLVRDAFALAKEKAPSIIFIDELDAIGTKRFDSEK.... Protein 2 (ENSG00000165916) has sequence MNLLPNIESPVTRQEKMATVWDEAEQDGIGEEVLKMSTEEIIQRTRLLDSEIKIMKSEVLRVTHELQAMKDKIKENSEKIKVNKTLPYLVSNVIELLDVDPNDQEEDGANIDLDSQRKGKCAVIKTSTRQTYFLPVIGLVDAEKLKPGDLVGVNKDSYLILETLPTEYDSRVKAMEVDERPTEQYSDIGGLDKQIQELVEAIVLPMNHKEKFENLGIQPPKGVLMYGPPGTGKTLLARACAAQTKATFLKLAGPQLVQMFIGDGAKLVRDAFALAKEKAPSIIFIDELDAIGTKRFDSEK.... Result: 1 (the proteins interact).